This data is from Forward reaction prediction with 1.9M reactions from USPTO patents (1976-2016). The task is: Predict the product of the given reaction. (1) Given the reactants [NH2:1][CH:2]([C:6]1[N:7]([CH2:17][C:18]2[CH:23]=[CH:22][CH:21]=[CH:20][CH:19]=2)[C:8](=[O:16])[C:9]2[C:14]([CH3:15])=[N:13][S:12][C:10]=2[N:11]=1)[CH:3]([CH3:5])[CH3:4].[C:24]([O:28][C:29](=[O:35])[NH:30][CH2:31][CH2:32][CH:33]=O)([CH3:27])([CH3:26])[CH3:25].C(O)(=O)C.C(O[BH-](OC(=O)C)OC(=O)C)(=O)C.[Na+], predict the reaction product. The product is: [C:24]([O:28][C:29](=[O:35])[NH:30][CH2:31][CH2:32][CH2:33][NH:1][CH:2]([C:6]1[N:7]([CH2:17][C:18]2[CH:19]=[CH:20][CH:21]=[CH:22][CH:23]=2)[C:8](=[O:16])[C:9]2[C:14]([CH3:15])=[N:13][S:12][C:10]=2[N:11]=1)[CH:3]([CH3:5])[CH3:4])([CH3:27])([CH3:26])[CH3:25]. (2) Given the reactants [CH2:1]1[C:10]2[C:5](=[CH:6][CH:7]=[CH:8][CH:9]=2)[CH2:4][CH2:3][CH2:2]1.[CH2:11]([C:15]1[CH:21]=[CH:20][C:18]([NH2:19])=[CH:17][CH:16]=1)[CH2:12][CH2:13][CH3:14].[Cl-].[Ca+2].[Cl-].[Cl-].[Al+3].[Cl-].[Cl-], predict the reaction product. The product is: [CH2:11]([C:15]1[CH:16]=[CH:17][C:18]([NH:19][C:8]2[CH:7]=[CH:6][C:5]([CH2:4][CH2:3][CH2:2][CH3:1])=[CH:10][CH:9]=2)=[CH:20][CH:21]=1)[CH2:12][CH2:13][CH3:14]. (3) The product is: [C:1]1([C:7]2[C:8]3[C:9](=[CH:12][CH:13]=[CH:14][CH:15]=3)[N:10]=[C:18]([C:19]([NH:20][C:24]3[CH:29]=[CH:28][CH:27]=[CH:26][CH:25]=3)=[O:30])[N:22]=2)[CH:6]=[CH:5][CH:4]=[CH:3][CH:2]=1. Given the reactants [C:1]1([C:7]2O[N:10]=[C:9]3[CH:12]=[CH:13][CH:14]=[CH:15][C:8]=23)[CH:6]=[CH:5][CH:4]=[CH:3][CH:2]=1.CO[CH:18]1[NH:22]C(=O)[N:20]([C:24]2[CH:29]=[CH:28][CH:27]=[CH:26][CH:25]=2)[C:19]1=[O:30], predict the reaction product. (4) Given the reactants [CH3:1][C:2]1[N:3]=[CH:4][C:5]([C:8]([OH:10])=O)=[N:6][CH:7]=1.Cl.[CH3:12][NH:13][O:14][CH3:15].Cl.CN(C)CCCN=C=NCC.ON1C2C=CC=CC=2N=N1, predict the reaction product. The product is: [CH3:15][O:14][N:13]([CH3:12])[C:8]([C:5]1[CH:4]=[N:3][C:2]([CH3:1])=[CH:7][N:6]=1)=[O:10]. (5) The product is: [C:6]([C@H:8]1[CH2:12][CH2:11][CH2:10][N:9]1[C:13](=[O:42])[CH2:14][O:15][C:16]1[C:17]([F:41])=[C:18]([F:40])[C:19]([O:24][CH2:25][C:26]([N:28]2[CH2:32][CH2:31][CH2:30][C@@H:29]2[C:33]([OH:35])=[O:34])=[O:27])=[C:20]([F:23])[C:21]=1[F:22])([OH:7])=[O:5]. Given the reactants C([O:5][C:6]([C@H:8]1[CH2:12][CH2:11][CH2:10][N:9]1[C:13](=[O:42])[CH2:14][O:15][C:16]1[C:21]([F:22])=[C:20]([F:23])[C:19]([O:24][CH2:25][C:26]([N:28]2[CH2:32][CH2:31][CH2:30][C@@H:29]2[C:33]([O:35]C(C)(C)C)=[O:34])=[O:27])=[C:18]([F:40])[C:17]=1[F:41])=[O:7])(C)(C)C, predict the reaction product. (6) Given the reactants [CH3:1][C:2]1[CH:9]=[CH:8][C:5]([C:6]#[N:7])=[C:4]([CH:10]=[CH2:11])[N:3]=1.C(C1C=CC(C#N)=CN=1)C, predict the reaction product. The product is: [CH2:10]([C:4]1[N:3]=[C:2]([CH3:1])[CH:9]=[CH:8][C:5]=1[C:6]#[N:7])[CH3:11].